Task: Predict the reactants needed to synthesize the given product.. Dataset: Full USPTO retrosynthesis dataset with 1.9M reactions from patents (1976-2016) The reactants are: [Cl:1][C:2]1[N:3]=[CH:4][C:5]2[S:10][CH:9]=[C:8]([C:11]([OH:13])=O)[C:6]=2[N:7]=1.[N:14]1[C:23]2[C:18](=[CH:19][C:20]([NH2:24])=[CH:21][CH:22]=2)[CH:17]=[CH:16][CH:15]=1.C(N(CC)C(C)C)(C)C.C1CN(C(ON2N=NC3C2=CC=CC=3)=[N+]2CCCC2)CC1.F[P-](F)(F)(F)(F)F. Given the product [N:14]1[C:23]2[C:18](=[CH:19][C:20]([NH:24][C:11]([C:8]3[C:6]4[N:7]=[C:2]([Cl:1])[N:3]=[CH:4][C:5]=4[S:10][CH:9]=3)=[O:13])=[CH:21][CH:22]=2)[CH:17]=[CH:16][CH:15]=1, predict the reactants needed to synthesize it.